This data is from Reaction yield outcomes from USPTO patents with 853,638 reactions. The task is: Predict the reaction yield, written as a fraction of the theoretical maximum amount of product (1.0 means a 100% yield; for example, 0.34 means a 34% yield). The reactants are C[O:2][C:3](=[O:43])[C:4]1[CH:9]=[CH:8][C:7]([NH:10][C:11](=[O:41])[CH2:12][N:13]2[CH2:17][C@@H:16]([CH2:18][C:19]([CH3:22])([CH3:21])[CH3:20])[C@@:15]([C:25]3[CH:30]=[CH:29][C:28]([Cl:31])=[CH:27][C:26]=3[F:32])([C:23]#[N:24])[C@H:14]2[C:33]2[CH:38]=[CH:37][CH:36]=[C:35]([Cl:39])[C:34]=2[F:40])=[CH:6][C:5]=1[CH3:42].[Li+].[OH-]. The catalyst is C1COCC1.CO. The product is [Cl:39][C:35]1[C:34]([F:40])=[C:33]([C@@H:14]2[C@:15]([C:25]3[CH:30]=[CH:29][C:28]([Cl:31])=[CH:27][C:26]=3[F:32])([C:23]#[N:24])[C@H:16]([CH2:18][C:19]([CH3:20])([CH3:21])[CH3:22])[CH2:17][N:13]2[CH2:12][C:11]([NH:10][C:7]2[CH:8]=[CH:9][C:4]([C:3]([OH:43])=[O:2])=[C:5]([CH3:42])[CH:6]=2)=[O:41])[CH:38]=[CH:37][CH:36]=1. The yield is 0.998.